Predict the reaction yield, written as a fraction of the theoretical maximum amount of product (1.0 means a 100% yield; for example, 0.34 means a 34% yield). From a dataset of Reaction yield outcomes from USPTO patents with 853,638 reactions. (1) The reactants are [CH3:1][C:2]1([CH3:38])[CH2:13][C:12]2[S:11][C:10]3[C:9](=[O:14])[N:8]([C:15]4[C:20]([CH:21]=[O:22])=[C:19]([C:23]5[CH:28]=[C:27]([NH:29][C:30]6[CH:35]=[N:34][CH:33]=[CH:32][N:31]=6)[C:26](=[O:36])[N:25]([CH3:37])[CH:24]=5)[CH:18]=[CH:17][N:16]=4)[CH2:7][CH2:6][C:5]=3[C:4]=2[CH2:3]1.[BH4-].[Na+]. The catalyst is CO. The product is [OH:22][CH2:21][C:20]1[C:15]([N:8]2[CH2:7][CH2:6][C:5]3[C:4]4[CH2:3][C:2]([CH3:1])([CH3:38])[CH2:13][C:12]=4[S:11][C:10]=3[C:9]2=[O:14])=[N:16][CH:17]=[CH:18][C:19]=1[C:23]1[CH:28]=[C:27]([NH:29][C:30]2[CH:35]=[N:34][CH:33]=[CH:32][N:31]=2)[C:26](=[O:36])[N:25]([CH3:37])[CH:24]=1. The yield is 0.350. (2) The reactants are [CH3:1][C:2]1([CH3:9])[CH2:7][CH2:6][C:5](=O)[CH2:4][CH2:3]1.Cl.[NH2:11][OH:12].C(=O)([O-])[O-].[Na+].[Na+]. The catalyst is C(O)C.O. The product is [CH3:1][C:2]1([CH3:9])[CH2:7][CH2:6][C:5](=[N:11][OH:12])[CH2:4][CH2:3]1. The yield is 0.880. (3) The reactants are Br[C:2]1[CH:3]=[C:4]([C:8]2[C:9]3[C:14]([C:15]([C:22]4[CH:27]=[CH:26][CH:25]=[CH:24][CH:23]=4)=[C:16]4[C:21]=2[CH:20]=[CH:19][CH:18]=[CH:17]4)=[CH:13][CH:12]=[CH:11][CH:10]=3)[CH:5]=[CH:6][CH:7]=1.[CH:28]1[C:36]2[C:35]3[CH:37]=[CH:38][CH:39]=[CH:40][C:34]=3[O:33][C:32]=2[C:31]([C:41]2[CH:42]=[CH:43][C:44]3[NH:45][C:46]4[C:51]([C:52]=3[CH:53]=2)=[CH:50][CH:49]=[CH:48][CH:47]=4)=[CH:30][CH:29]=1.CC(C)([O-])C.[Na+].C(P(C(C)(C)C)C(C)(C)C)(C)(C)C. The catalyst is C1C=CC(/C=C/C(/C=C/C2C=CC=CC=2)=O)=CC=1.C1C=CC(/C=C/C(/C=C/C2C=CC=CC=2)=O)=CC=1.[Pd].CCCCCC.C1(C)C=CC=CC=1. The product is [CH:28]1[C:36]2[C:35]3[CH:37]=[CH:38][CH:39]=[CH:40][C:34]=3[O:33][C:32]=2[C:31]([C:41]2[CH:42]=[CH:43][C:44]3[N:45]([C:6]4[CH:7]=[CH:2][CH:3]=[C:4]([C:8]5[C:21]6[C:16]([C:15]([C:22]7[CH:27]=[CH:26][CH:25]=[CH:24][CH:23]=7)=[C:14]7[C:9]=5[CH:10]=[CH:11][CH:12]=[CH:13]7)=[CH:17][CH:18]=[CH:19][CH:20]=6)[CH:5]=4)[C:46]4[C:51]([C:52]=3[CH:53]=2)=[CH:50][CH:49]=[CH:48][CH:47]=4)=[CH:30][CH:29]=1. The yield is 0.880. (4) The reactants are [Cl:1][S:2]([C:5]1[CH:13]=[CH:12][C:8]([C:9]([OH:11])=O)=[CH:7][CH:6]=1)(=[O:4])=[O:3].C(Cl)(=O)C(Cl)=O.[CH3:20][O:21][C:22](=[O:31])[C:23]1[CH:28]=[C:27]([Br:29])[CH:26]=[CH:25][C:24]=1[NH2:30]. The catalyst is C(Cl)Cl.CN(C=O)C. The product is [Br:29][C:27]1[CH:26]=[CH:25][C:24]([NH:30][C:9](=[O:11])[C:8]2[CH:7]=[CH:6][C:5]([S:2]([Cl:1])(=[O:3])=[O:4])=[CH:13][CH:12]=2)=[C:23]([CH:28]=1)[C:22]([O:21][CH3:20])=[O:31]. The yield is 0.660. (5) The reactants are [Br:1][C:2]1[C:7](=[O:8])[N:6]2[CH:9]=[CH:10][CH:11]=[CH:12][C:5]2=[N:4][C:3]=1Cl.[CH:14]([NH2:17])([CH3:16])[CH3:15]. The catalyst is C(O)C. The product is [Br:1][C:2]1[C:7](=[O:8])[N:6]2[CH:9]=[CH:10][CH:11]=[CH:12][C:5]2=[N:4][C:3]=1[NH:17][CH:14]([CH3:16])[CH3:15]. The yield is 0.990.